From a dataset of NCI-60 drug combinations with 297,098 pairs across 59 cell lines. Regression. Given two drug SMILES strings and cell line genomic features, predict the synergy score measuring deviation from expected non-interaction effect. (1) Drug 1: CN(C(=O)NC(C=O)C(C(C(CO)O)O)O)N=O. Drug 2: CC1C(C(CC(O1)OC2CC(CC3=C2C(=C4C(=C3O)C(=O)C5=CC=CC=C5C4=O)O)(C(=O)C)O)N)O. Cell line: HOP-92. Synergy scores: CSS=60.6, Synergy_ZIP=13.1, Synergy_Bliss=13.3, Synergy_Loewe=-22.9, Synergy_HSA=14.9. (2) Drug 1: CNC(=O)C1=CC=CC=C1SC2=CC3=C(C=C2)C(=NN3)C=CC4=CC=CC=N4. Drug 2: C1CN(CCN1C(=O)CCBr)C(=O)CCBr. Cell line: OVCAR-4. Synergy scores: CSS=2.12, Synergy_ZIP=-0.967, Synergy_Bliss=-0.0990, Synergy_Loewe=-2.13, Synergy_HSA=-0.493. (3) Drug 1: CC12CCC3C(C1CCC2O)C(CC4=C3C=CC(=C4)O)CCCCCCCCCS(=O)CCCC(C(F)(F)F)(F)F. Drug 2: COCCOC1=C(C=C2C(=C1)C(=NC=N2)NC3=CC=CC(=C3)C#C)OCCOC.Cl. Cell line: U251. Synergy scores: CSS=-4.12, Synergy_ZIP=0.907, Synergy_Bliss=-0.237, Synergy_Loewe=-3.01, Synergy_HSA=-3.72. (4) Drug 1: C1CCC(C1)C(CC#N)N2C=C(C=N2)C3=C4C=CNC4=NC=N3. Drug 2: CC(CN1CC(=O)NC(=O)C1)N2CC(=O)NC(=O)C2. Cell line: SNB-19. Synergy scores: CSS=16.2, Synergy_ZIP=-1.72, Synergy_Bliss=5.71, Synergy_Loewe=2.67, Synergy_HSA=2.97.